This data is from Forward reaction prediction with 1.9M reactions from USPTO patents (1976-2016). The task is: Predict the product of the given reaction. (1) Given the reactants CCN(C(C)C)C(C)C.[CH3:10][C:11]1[C:16]([NH:17][C:18]2[N:23]=[C:22]([C:24]3[CH:29]=[CH:28][CH:27]=[CH:26][CH:25]=3)[CH:21]=[CH:20][N:19]=2)=[CH:15][C:14]([NH2:30])=[CH:13][N:12]=1.[CH3:31][N:32]1[CH2:37][CH2:36][CH:35]([CH2:38][C:39]2[CH:47]=[CH:46][C:42]([C:43](O)=[O:44])=[CH:41][CH:40]=2)[CH2:34][CH2:33]1.F[P-](F)(F)(F)(F)F.N1(O[P+](N(C)C)(N(C)C)N(C)C)C2C=CC=CC=2N=N1, predict the reaction product. The product is: [CH3:10][C:11]1[N:12]=[CH:13][C:14]([NH:30][C:43](=[O:44])[C:42]2[CH:41]=[CH:40][C:39]([CH2:38][CH:35]3[CH2:34][CH2:33][N:32]([CH3:31])[CH2:37][CH2:36]3)=[CH:47][CH:46]=2)=[CH:15][C:16]=1[NH:17][C:18]1[N:23]=[C:22]([C:24]2[CH:29]=[CH:28][CH:27]=[CH:26][CH:25]=2)[CH:21]=[CH:20][N:19]=1. (2) Given the reactants [N:1]1([C:7]([N:9]2[CH2:14][CH:13]([C:15]3[CH:20]=[CH:19][C:18]([C:21]([F:24])([F:23])[F:22])=[CH:17][CH:16]=3)[CH2:12][CH:11]([C:25](=[S:27])[NH2:26])[CH2:10]2)=[O:8])[CH2:6][CH2:5][O:4][CH2:3][CH2:2]1.Br[CH2:29][C:30]([C:32]1[CH:37]=[C:36]([O:38][CH3:39])[CH:35]=[CH:34][C:33]=1[O:40][CH3:41])=O, predict the reaction product. The product is: [CH3:41][O:40][C:33]1[CH:34]=[CH:35][C:36]([O:38][CH3:39])=[CH:37][C:32]=1[C:30]1[N:26]=[C:25]([CH:11]2[CH2:12][CH:13]([C:15]3[CH:20]=[CH:19][C:18]([C:21]([F:22])([F:23])[F:24])=[CH:17][CH:16]=3)[CH2:14][N:9]([C:7]([N:1]3[CH2:6][CH2:5][O:4][CH2:3][CH2:2]3)=[O:8])[CH2:10]2)[S:27][CH:29]=1. (3) Given the reactants [N+:1]([C:4]1[C:12]2[CH:11]=[C:10]([C:13]([O:15]C)=[O:14])[S:9][C:8]=2[CH:7]=[CH:6][CH:5]=1)([O-:3])=[O:2].O.[OH-].[Li+].O.Cl, predict the reaction product. The product is: [N+:1]([C:4]1[C:12]2[CH:11]=[C:10]([C:13]([OH:15])=[O:14])[S:9][C:8]=2[CH:7]=[CH:6][CH:5]=1)([O-:3])=[O:2]. (4) Given the reactants [CH3:1][N:2]1[C:11]2[C:6](=[CH:7][N:8]=[C:9]([CH3:12])[CH:10]=2)[CH:5]=[C:4]([C:13]2[CH:14]=[C:15]([CH:21]=[CH:22][C:23]=2[CH3:24])[C:16]([N:18]=[C:19]=[O:20])=[O:17])[C:3]1=[O:25].[NH2:26][C:27]1[CH:32]=[CH:31][CH:30]=[CH:29][CH:28]=1, predict the reaction product. The product is: [CH3:1][N:2]1[C:11]2[C:6](=[CH:7][N:8]=[C:9]([CH3:12])[CH:10]=2)[CH:5]=[C:4]([C:13]2[CH:14]=[C:15]([CH:21]=[CH:22][C:23]=2[CH3:24])[C:16]([NH:18][C:19](=[O:20])[NH:26][C:27]2[CH:32]=[CH:31][CH:30]=[CH:29][CH:28]=2)=[O:17])[C:3]1=[O:25]. (5) Given the reactants [Cl:1][C:2]1[CH:3]=[C:4]([N+:15]([O-:17])=[O:16])[CH:5]=[CH:6][C:7]=1[O:8][CH:9]1[CH2:14][CH2:13][NH:12][CH2:11][CH2:10]1.[C:18](O)(=O)[CH3:19].[C:22]([BH3-])#N.[Na+].C(=O)([O-])[O-].[K+].[K+], predict the reaction product. The product is: [Cl:1][C:2]1[CH:3]=[C:4]([N+:15]([O-:17])=[O:16])[CH:5]=[CH:6][C:7]=1[O:8][CH:9]1[CH2:14][CH2:13][N:12]([CH:18]([CH3:19])[CH3:22])[CH2:11][CH2:10]1. (6) Given the reactants C[O:2][C:3](=[O:21])[CH2:4][C:5]1[CH:6]=[C:7]([C:11]2[CH:16]=[CH:15][C:14]([O:17][CH3:18])=[CH:13][C:12]=2[O:19][CH3:20])[CH:8]=[CH:9][CH:10]=1.[Li+].[OH-], predict the reaction product. The product is: [CH3:20][O:19][C:12]1[CH:13]=[C:14]([O:17][CH3:18])[CH:15]=[CH:16][C:11]=1[C:7]1[CH:8]=[CH:9][CH:10]=[C:5]([CH2:4][C:3]([OH:21])=[O:2])[CH:6]=1. (7) Given the reactants [N:1]1([C:14]([O:16][C:17]([CH3:20])([CH3:19])[CH3:18])=[O:15])[C@@H:5]([C:6]([O:8]C)=[O:7])[CH2:4][CH2:3][C@H:2]1[C:10]([O:12][CH3:13])=[O:11], predict the reaction product. The product is: [C:17]([O:16][C:14]([N:1]1[C@@H:2]([C:10]([O:12][CH3:13])=[O:11])[CH2:3][CH2:4][C@H:5]1[C:6]([OH:8])=[O:7])=[O:15])([CH3:20])([CH3:18])[CH3:19]. (8) Given the reactants Cl[C:2]1[C:3]([CH2:10][CH:11]2[CH2:16][CH2:15][NH:14][CH2:13][CH2:12]2)=[CH:4][C:5]([F:9])=[C:6]([CH:8]=1)[NH2:7].Br[CH2:18][C:19]1[CH:24]=[CH:23][C:22]([C:25]([OH:34])([C:30]([F:33])([F:32])[F:31])[C:26]([F:29])([F:28])[F:27])=[CH:21][CH:20]=1.C(=O)([O-])[O-].[K+].[K+], predict the reaction product. The product is: [NH2:7][C:6]1[CH:8]=[CH:2][C:3]([CH2:10][CH:11]2[CH2:16][CH2:15][N:14]([CH2:18][C:19]3[CH:20]=[CH:21][C:22]([C:25]([OH:34])([C:26]([F:27])([F:28])[F:29])[C:30]([F:31])([F:32])[F:33])=[CH:23][CH:24]=3)[CH2:13][CH2:12]2)=[CH:4][C:5]=1[F:9]. (9) The product is: [CH3:1][CH:2]1[CH2:7][C:6]([C:8]2[CH:9]=[CH:10][C:11]([OH:14])=[CH:12][CH:13]=2)([C:15]2[CH:20]=[CH:19][C:18]([OH:21])=[CH:17][CH:16]=2)[CH2:5][C:4]([CH3:22])([CH3:23])[CH2:3]1.[C:24]1([OH:30])[CH:29]=[CH:28][CH:27]=[CH:26][CH:25]=1. Given the reactants [CH3:1][CH:2]1[CH2:7][C:6]([C:15]2[CH:20]=[CH:19][C:18]([OH:21])=[CH:17][CH:16]=2)([C:8]2[CH:13]=[CH:12][C:11]([OH:14])=[CH:10][CH:9]=2)[CH2:5][C:4]([CH3:23])([CH3:22])[CH2:3]1.[C:24]1([OH:30])[CH:29]=[CH:28][CH:27]=[CH:26][CH:25]=1.CC1(C)CC(C)CCC1, predict the reaction product. (10) Given the reactants Br[C:2]1[N:3]=[C:4]([NH:23][CH2:24][CH:25]([CH3:27])[CH3:26])[C:5]2[N:6]([C:8]([C:11]3[CH:22]=[CH:21][C:14]([C:15]([NH:17][CH:18]4[CH2:20][CH2:19]4)=[O:16])=[CH:13][CH:12]=3)=[CH:9][N:10]=2)[CH:7]=1.[C-:28]#[N:29], predict the reaction product. The product is: [C:28]([C:2]1[N:3]=[C:4]([NH:23][CH2:24][CH:25]([CH3:26])[CH3:27])[C:5]2[N:6]([C:8]([C:11]3[CH:22]=[CH:21][C:14]([C:15]([NH:17][CH:18]4[CH2:20][CH2:19]4)=[O:16])=[CH:13][CH:12]=3)=[CH:9][N:10]=2)[CH:7]=1)#[N:29].